Task: Predict the product of the given reaction.. Dataset: Forward reaction prediction with 1.9M reactions from USPTO patents (1976-2016) (1) The product is: [CH:1]([NH:4][C:5]1[NH:10][C:9](=[O:11])[C:8]([C:13]2[N:18]=[CH:17][C:16]([O:19][C:20]3[CH:25]=[CH:24][N:23]=[C:22]([C:26]([NH:28][CH3:29])=[O:27])[CH:21]=3)=[CH:15][CH:14]=2)=[CH:7][N:6]=1)([CH3:3])[CH3:2]. Given the reactants [CH:1]([NH:4][C:5]1[N:10]=[C:9]([O:11]C)[C:8]([C:13]2[N:18]=[CH:17][C:16]([O:19][C:20]3[CH:25]=[CH:24][N:23]=[C:22]([C:26]([NH:28][CH3:29])=[O:27])[CH:21]=3)=[CH:15][CH:14]=2)=[CH:7][N:6]=1)([CH3:3])[CH3:2].I[Si](C)(C)C.C(Cl)Cl.C1COCC1, predict the reaction product. (2) The product is: [C:1]([C:5]([C:8]([C:11]([O:14][CH2:15][C:16]([C:19]([O-:21])=[O:20])([F:18])[F:17])([F:12])[F:13])([F:10])[F:9])([F:7])[F:6])([F:4])([F:3])[F:2].[NH4+:22]. Given the reactants [C:1]([C:5]([C:8]([C:11]([O:14][CH2:15][C:16]([C:19]([OH:21])=[O:20])([F:18])[F:17])([F:13])[F:12])([F:10])[F:9])([F:7])[F:6])([F:4])([F:3])[F:2].[NH3:22].[OH-].[Na+], predict the reaction product. (3) Given the reactants [CH3:1][C:2]1[C:9]([F:10])=[C:8]([F:11])[C:5]([C:6]#[N:7])=[C:4]([F:12])[C:3]=1[F:13].[C:14]([OH:17])(=[O:16])[CH3:15].[H][H], predict the reaction product. The product is: [C:14]([O-:17])(=[O:16])[CH3:15].[CH3:1][C:2]1[C:3]([F:13])=[C:4]([F:12])[C:5]([CH2:6][NH3+:7])=[C:8]([F:11])[C:9]=1[F:10]. (4) Given the reactants C(OC([N:11]1[CH2:15][CH2:14][C:13]([N:25]=[N+]=[N-])([C:16]2[CH:21]=[CH:20][CH:19]=[C:18]([CH:22]([CH3:24])[CH3:23])[CH:17]=2)[CH2:12]1)=O)C1C=CC=CC=1.[H][H], predict the reaction product. The product is: [CH:22]([C:18]1[CH:17]=[C:16]([C:13]2([NH2:25])[CH2:14][CH2:15][NH:11][CH2:12]2)[CH:21]=[CH:20][CH:19]=1)([CH3:24])[CH3:23]. (5) Given the reactants [CH3:1][C:2]1[CH:3]=[C:4]([NH:16][C:17]2[C:27]3[CH:26]=[C:25]([C:28]([OH:30])=[O:29])[CH2:24][CH2:23][NH:22][C:21]=3[N:20]=[CH:19][N:18]=2)[CH:5]=[CH:6][C:7]=1[O:8][C:9]1[CH:10]=[N:11][C:12]([CH3:15])=[CH:13][CH:14]=1.[NH:31]1[CH2:36][CH2:35][O:34][CH2:33][CH2:32]1.ON1C2C=CC=CC=2N=N1.Cl.C(N=C=NCCCN(C)C)C, predict the reaction product. The product is: [CH:28]([OH:30])=[O:29].[CH3:1][C:2]1[CH:3]=[C:4]([NH:16][C:17]2[C:27]3[CH:26]=[C:25]([C:28]([N:31]4[CH2:36][CH2:35][O:34][CH2:33][CH2:32]4)=[O:29])[CH2:24][CH2:23][NH:22][C:21]=3[N:20]=[CH:19][N:18]=2)[CH:5]=[CH:6][C:7]=1[O:8][C:9]1[CH:10]=[N:11][C:12]([CH3:15])=[CH:13][CH:14]=1. (6) Given the reactants [CH3:1][N:2]([CH3:21])[NH:3][CH:4]=[C:5]([C:11](=[O:20])[C:12]1[CH:17]=[C:16]([I:18])[CH:15]=[CH:14][C:13]=1F)[C:6]([O:8][CH2:9][CH3:10])=[O:7].C(=O)([O-])[O-].[K+].[K+].O, predict the reaction product. The product is: [CH3:1][N:2]([CH3:21])[N:3]1[C:13]2[C:12](=[CH:17][C:16]([I:18])=[CH:15][CH:14]=2)[C:11](=[O:20])[C:5]([C:6]([O:8][CH2:9][CH3:10])=[O:7])=[CH:4]1.